Dataset: Full USPTO retrosynthesis dataset with 1.9M reactions from patents (1976-2016). Task: Predict the reactants needed to synthesize the given product. (1) Given the product [F:1][C:2]1[CH:3]=[C:4]2[C:8](=[CH:9][CH:10]=1)[N:7]([CH3:11])[C:6]([C:12]([NH:14][C@H:15]([C:19]([NH:21][CH:22]([C:31](=[O:44])[CH2:32][O:33][C:34]1[C:39]([F:40])=[C:38]([F:41])[CH:37]=[C:36]([F:42])[C:35]=1[F:43])[CH2:23][C:24]([OH:26])=[O:25])=[O:20])[CH:16]([CH3:17])[CH3:18])=[O:13])=[CH:5]2, predict the reactants needed to synthesize it. The reactants are: [F:1][C:2]1[CH:3]=[C:4]2[C:8](=[CH:9][CH:10]=1)[N:7]([CH3:11])[C:6]([C:12]([NH:14][C@H:15]([C:19]([NH:21][CH:22]([C:31](=[O:44])[CH2:32][O:33][C:34]1[C:39]([F:40])=[C:38]([F:41])[CH:37]=[C:36]([F:42])[C:35]=1[F:43])[CH2:23][C:24]([O:26]C(C)(C)C)=[O:25])=[O:20])[CH:16]([CH3:18])[CH3:17])=[O:13])=[CH:5]2.C(O)(C(F)(F)F)=O. (2) Given the product [CH3:10][NH:11][CH2:2][CH2:3][C:4]1[CH:5]=[N:6][N:7]([CH3:9])[CH:8]=1, predict the reactants needed to synthesize it. The reactants are: Cl[CH2:2][CH2:3][C:4]1[CH:5]=[N:6][N:7]([CH3:9])[CH:8]=1.[CH3:10][NH2:11].